From a dataset of Peptide-MHC class II binding affinity with 134,281 pairs from IEDB. Regression. Given a peptide amino acid sequence and an MHC pseudo amino acid sequence, predict their binding affinity value. This is MHC class II binding data. (1) The peptide sequence is TACLSKAYANMWSLM. The MHC is HLA-DQA10601-DQB10402 with pseudo-sequence HLA-DQA10601-DQB10402. The binding affinity (normalized) is 0. (2) The peptide sequence is HGRQIRMAKLLGRDP. The MHC is DRB1_1101 with pseudo-sequence DRB1_1101. The binding affinity (normalized) is 0.779. (3) The peptide sequence is GELQIVDKNDAAFKI. The MHC is DRB1_0401 with pseudo-sequence DRB1_0401. The binding affinity (normalized) is 0.557. (4) The peptide sequence is AFKVAATAANTAPAN. The MHC is DRB1_0901 with pseudo-sequence DRB1_0901. The binding affinity (normalized) is 0.687. (5) The peptide sequence is IITPTNVSHIQSAVV. The MHC is HLA-DPA10201-DPB10101 with pseudo-sequence HLA-DPA10201-DPB10101. The binding affinity (normalized) is 0.188.